Predict the product of the given reaction. From a dataset of Forward reaction prediction with 1.9M reactions from USPTO patents (1976-2016). (1) The product is: [C:1]12([CH2:11][CH2:12][NH:13][C:14]3[CH:19]=[CH:18][C:17]([NH:20][C:21](=[O:26])/[CH:22]=[C:23](\[NH2:28])/[CH3:24])=[CH:16][C:15]=3[F:27])[CH2:2][CH:3]3[CH2:4][CH:5]([CH2:6][CH:7]([CH2:9]3)[CH2:8]1)[CH2:10]2. Given the reactants [C:1]12([CH2:11][CH2:12][NH:13][C:14]3[CH:19]=[CH:18][C:17]([NH:20][C:21](=[O:26])[CH2:22][C:23](=O)[CH3:24])=[CH:16][C:15]=3[F:27])[CH2:10][CH:5]3[CH2:6][CH:7]([CH2:9][CH:3]([CH2:4]3)[CH2:2]1)[CH2:8]2.[NH3:28], predict the reaction product. (2) Given the reactants [NH2:1][CH2:2][CH2:3][C:4]([OH:6])=[O:5].[CH2:7](N(CC)CC)[CH3:8].[CH3:14][CH2:15][CH2:16][C:17](=O)[CH2:18][CH2:19][CH3:20].C(O[BH-](OC(=O)C)OC(=O)C)(=O)C.[Na+], predict the reaction product. The product is: [CH2:7]([O:5][C:4](=[O:6])[CH2:3][CH2:2][NH:1][CH:17]([CH2:18][CH2:19][CH3:20])[CH2:16][CH2:15][CH3:14])[CH3:8]. (3) Given the reactants [Br:1][C:2]1[CH:3]=[C:4]([C:10](=[O:12])[CH3:11])[C:5]([O:8]C)=[N:6][CH:7]=1.[Br:13]Br, predict the reaction product. The product is: [Br:13][CH2:11][C:10]([C:4]1[C:5]([OH:8])=[N:6][CH:7]=[C:2]([Br:1])[CH:3]=1)=[O:12]. (4) Given the reactants [CH3:1][C:2]1[C@H:3]([C:28]2[C:32]3[N:33]=[CH:34][N:35]=[C:36]([NH2:37])[C:31]=3[O:30][CH:29]=2)[O:4][CH:5]([CH2:7][O:8]C(C2C=CC=CC=2)(C2C=CC=CC=2)C2C=CC=CC=2)[CH:6]=1.Cl, predict the reaction product. The product is: [NH2:37][C:36]1[C:31]2[O:30][CH:29]=[C:28]([C@@H:3]3[O:4][C@H:5]([CH2:7][OH:8])[CH:6]=[C:2]3[CH3:1])[C:32]=2[N:33]=[CH:34][N:35]=1. (5) Given the reactants C(O)(C(F)(F)F)=O.[CH3:8][O:9][C:10]1[CH:15]=[CH:14][C:13]([C:16]2[CH:21]=[CH:20][C:19]([C:22]([NH:24][C@H:25]([C:34]([O:36]C(C)(C)C)=[O:35])[CH2:26][C:27]([O:29]C(C)(C)C)=[O:28])=[O:23])=[C:18]([NH:41][C:42]([NH:44][C:45]3[C:50]([CH3:51])=[CH:49][C:48]([CH3:52])=[CH:47][C:46]=3[CH3:53])=[O:43])[CH:17]=2)=[CH:12][CH:11]=1, predict the reaction product. The product is: [CH3:8][O:9][C:10]1[CH:11]=[CH:12][C:13]([C:16]2[CH:21]=[CH:20][C:19]([C:22]([NH:24][C@H:25]([C:34]([OH:36])=[O:35])[CH2:26][C:27]([OH:29])=[O:28])=[O:23])=[C:18]([NH:41][C:42]([NH:44][C:45]3[C:46]([CH3:53])=[CH:47][C:48]([CH3:52])=[CH:49][C:50]=3[CH3:51])=[O:43])[CH:17]=2)=[CH:14][CH:15]=1. (6) Given the reactants [NH2:1][C:2]1[CH:3]=[C:4]([CH:15]=[CH:16][C:17]=1[S:18][C:19]1[CH:24]=[CH:23][C:22]([OH:25])=[CH:21][CH:20]=1)[C:5]([NH:7][C:8]1[CH:13]=[CH:12][CH:11]=[C:10]([Br:14])[CH:9]=1)=[O:6].C([C:28]1[C:29]([N:35]=[CH:36][N:37]([CH3:39])C)=[N:30][C:31]([CH3:34])=[CH:32][CH:33]=1)#N.NC1C=C(C=CC=1SC1C=CC(O)=CC=1)C(NC1C=CC(Br)=CC=1)=O, predict the reaction product. The product is: [Br:14][C:10]1[CH:9]=[C:8]([NH:7][C:5](=[O:6])[C:4]2[CH:15]=[CH:16][C:17]([S:18][C:19]3[CH:24]=[CH:23][C:22]([OH:25])=[CH:21][CH:20]=3)=[C:2]([NH:1][C:39]3[C:28]4[CH:33]=[CH:32][C:31]([CH3:34])=[N:30][C:29]=4[N:35]=[CH:36][N:37]=3)[CH:3]=2)[CH:13]=[CH:12][CH:11]=1.